This data is from Reaction yield outcomes from USPTO patents with 853,638 reactions. The task is: Predict the reaction yield, written as a fraction of the theoretical maximum amount of product (1.0 means a 100% yield; for example, 0.34 means a 34% yield). (1) The reactants are [CH3:1][N:2]1[C:6]([C:7]2[CH:8]=[C:9]([C:14]([OH:16])=O)[S:10][C:11]=2[CH2:12][CH3:13])=[C:5]([CH3:17])[CH:4]=[N:3]1.[NH2:18][C@@H:19]([CH2:32][C:33]1[CH:38]=[CH:37][CH:36]=[CH:35][C:34]=1[C:39]([F:42])([F:41])[F:40])[CH2:20][N:21]1[C:29](=[O:30])[C:28]2[C:23](=[CH:24][CH:25]=[CH:26][CH:27]=2)[C:22]1=[O:31].C(N(C(C)C)CC)(C)C.F[P-](F)(F)(F)(F)F.Br[P+](N1CCCC1)(N1CCCC1)N1CCCC1. The catalyst is C(Cl)Cl. The product is [CH3:1][N:2]1[C:6]([C:7]2[CH:8]=[C:9]([C:14]([NH:18][C@@H:19]([CH2:32][C:33]3[CH:38]=[CH:37][CH:36]=[CH:35][C:34]=3[C:39]([F:42])([F:40])[F:41])[CH2:20][N:21]3[C:29](=[O:30])[C:28]4[C:23](=[CH:24][CH:25]=[CH:26][CH:27]=4)[C:22]3=[O:31])=[O:16])[S:10][C:11]=2[CH2:12][CH3:13])=[C:5]([CH3:17])[CH:4]=[N:3]1. The yield is 0.820. (2) The reactants are [N:1]1[CH:6]=[CH:5][CH:4]=[N:3][C:2]=1[CH2:7][CH:8]1[CH2:13][CH2:12][CH2:11][N:10](C(OC(C)(C)C)=O)[CH2:9]1.Cl. The catalyst is C(OCC)C.C(Cl)Cl. The product is [NH:10]1[CH2:11][CH2:12][CH2:13][CH:8]([CH2:7][C:2]2[N:1]=[CH:6][CH:5]=[CH:4][N:3]=2)[CH2:9]1. The yield is 0.860.